This data is from Full USPTO retrosynthesis dataset with 1.9M reactions from patents (1976-2016). The task is: Predict the reactants needed to synthesize the given product. (1) Given the product [C:39]([O:43][C@@H:44]([C:47]1[C:48]([C:66]2[CH:71]=[CH:70][C:69]([Cl:72])=[CH:68][CH:67]=2)=[C:49]2[C:54](=[CH:55][C:56]=1[CH3:57])[N:53]=[C:52]([CH2:58][CH2:59][C:60]1[CH:65]=[CH:64][CH:63]=[CH:62][CH:61]=1)[CH:51]=[CH:50]2)[C:45]([OH:6])=[O:46])([CH3:42])([CH3:40])[CH3:41], predict the reactants needed to synthesize it. The reactants are: C(OC[C@@H](OC(C)(C)C)C1C(C2C=CC(Cl)=CC=2)=C2C(=CC=1C)N=C(N1CCOCC1)C=C2)(=[O:6])C(C)(C)C.[C:39]([O:43][C@@H:44]([C:47]1[C:48]([C:66]2[CH:71]=[CH:70][C:69]([Cl:72])=[CH:68][CH:67]=2)=[C:49]2[C:54](=[CH:55][C:56]=1[CH3:57])[N:53]=[C:52]([CH2:58][CH2:59][C:60]1[CH:65]=[CH:64][CH:63]=[CH:62][CH:61]=1)[CH:51]=[CH:50]2)[CH2:45][OH:46])([CH3:42])([CH3:41])[CH3:40]. (2) Given the product [CH3:2][N:3]([C:20]([O:19][CH2:18][C:17]([F:24])([F:23])[F:16])=[O:21])[C:4](=[O:10])[C@H:5]([CH:7]([CH3:9])[CH3:8])[NH2:6], predict the reactants needed to synthesize it. The reactants are: O.[CH3:2][NH:3][C:4](=[O:10])[C@H:5]([CH:7]([CH3:9])[CH3:8])[NH2:6].C(=O)([O-])O.[Na+].[F:16][C:17]([F:24])([F:23])[CH2:18][O:19][C:20](Cl)=[O:21]. (3) The reactants are: [CH3:1][C:2]1[CH:3]=[C:4]([C:12]2[CH:17]=[CH:16][CH:15]=[CH:14][CH:13]=2)[CH:5]=[C:6]([CH3:11])[C:7]=1[C:8](=[O:10])[CH3:9].[Br-:18].[Br-].[Br-].C([N+](CCCC)(CCCC)CCCC)CCC.C([N+](CCCC)(CCCC)CCCC)CCC.C([N+](CCCC)(CCCC)CCCC)CCC. Given the product [Br:18][CH2:9][C:8]([C:7]1[C:6]([CH3:11])=[CH:5][C:4]([C:12]2[CH:17]=[CH:16][CH:15]=[CH:14][CH:13]=2)=[CH:3][C:2]=1[CH3:1])=[O:10], predict the reactants needed to synthesize it. (4) Given the product [CH2:1]([O:3][C:4]([C:5]1[N:10]=[CH:11][N:7]([CH:9]2[CH2:16][CH2:13][CH2:14]2)[CH:6]=1)=[O:12])[CH3:2], predict the reactants needed to synthesize it. The reactants are: [CH2:1]([O:3][C:4](=[O:12])/[C:5](/[N+:10]#[C-:11])=[CH:6]/[N:7]([CH3:9])C)[CH3:2].[CH:13]1(N)[CH2:16]C[CH2:14]1. (5) The reactants are: [Cl:1][C:2]1[CH:7]=[CH:6][CH:5]=[C:4]([F:8])[C:3]=1[N:9]1[CH:18]=[C:12]2[CH:13]=[N+:14]([O-])[CH:15]=[CH:16][C:11]2=[N:10]1.C(OCC)(=O)C.C(=O)([O-])O.[Na+].P(Cl)(Cl)([Cl:32])=O. Given the product [Cl:32][C:13]1[C:12]2=[CH:18][N:9]([C:3]3[C:4]([F:8])=[CH:5][CH:6]=[CH:7][C:2]=3[Cl:1])[N:10]=[C:11]2[CH:16]=[CH:15][N:14]=1, predict the reactants needed to synthesize it. (6) Given the product [CH:6]([C:9]1[C:14]2[O:15][C:16]3[C:21]([B:22]([OH:25])[OH:23])=[CH:20][CH:19]=[CH:18][C:17]=3[C:13]=2[CH:12]=[CH:11][CH:10]=1)([CH3:8])[CH3:7], predict the reactants needed to synthesize it. The reactants are: C([Li])CCC.[CH:6]([C:9]1[C:14]2[O:15][C:16]3[CH:21]=[CH:20][CH:19]=[CH:18][C:17]=3[C:13]=2[CH:12]=[CH:11][CH:10]=1)([CH3:8])[CH3:7].[B:22](OC)([O:25]C)[O:23]C.[NH4+].[OH-]. (7) Given the product [Cl:1][C:2]1[N:7]=[N:6][C:5]([CH:8]([C:9]2[CH:10]=[C:11]([CH:16]=[CH:17][C:18]=2[O:19][CH3:20])[C:12]([O:14][CH3:15])=[O:13])[C:35](=[O:36])[C:34]#[C:33][Si:32]([CH3:41])([CH3:40])[CH3:31])=[CH:4][CH:3]=1, predict the reactants needed to synthesize it. The reactants are: [Cl:1][C:2]1[N:7]=[N:6][C:5]([CH2:8][C:9]2[CH:10]=[C:11]([CH:16]=[CH:17][C:18]=2[O:19][CH3:20])[C:12]([O:14][CH3:15])=[O:13])=[CH:4][CH:3]=1.[Li+].C[Si]([N-][Si](C)(C)C)(C)C.[CH3:31][Si:32]([CH3:41])([CH3:40])[C:33]#[C:34][C:35](OCC)=[O:36]. (8) Given the product [CH2:1]([O:3][C:4]1[C:9]2[CH:10]=[C:11]([Sn:22]([CH2:23][CH2:24][CH2:25][CH3:26])([CH2:27][CH2:28][CH2:29][CH3:30])[CH2:18][CH2:19][CH2:20][CH3:21])[O:12][C:8]=2[CH:7]=[CH:6][N:5]=1)[CH3:2], predict the reactants needed to synthesize it. The reactants are: [CH2:1]([O:3][C:4]1[C:9]2[CH:10]=[CH:11][O:12][C:8]=2[CH:7]=[CH:6][N:5]=1)[CH3:2].C([Li])CCC.[CH2:18]([Sn:22](Cl)([CH2:27][CH2:28][CH2:29][CH3:30])[CH2:23][CH2:24][CH2:25][CH3:26])[CH2:19][CH2:20][CH3:21]. (9) Given the product [ClH:8].[Cl:43][C:42]1[CH:41]=[CH:40][C:24]([NH:25][C:26]2[C:35]3[C:30](=[CH:31][C:32]([O:38][CH3:39])=[C:33]([O:36][CH3:37])[CH:34]=3)[N:29]=[CH:28][N:27]=2)=[CH:23][C:22]=1[NH:21][C:6](=[O:7])[C:5]1[CH:9]=[CH:10][C:11]([O:12][CH3:13])=[C:3]([O:2][CH3:1])[CH:4]=1, predict the reactants needed to synthesize it. The reactants are: [CH3:1][O:2][C:3]1[CH:4]=[C:5]([CH:9]=[CH:10][C:11]=1[O:12][CH3:13])[C:6]([Cl:8])=[O:7].C(N(CC)CC)C.[NH2:21][C:22]1[CH:23]=[C:24]([CH:40]=[CH:41][C:42]=1[Cl:43])[NH:25][C:26]1[C:35]2[C:30](=[CH:31][C:32]([O:38][CH3:39])=[C:33]([O:36][CH3:37])[CH:34]=2)[N:29]=[CH:28][N:27]=1.